This data is from Reaction yield outcomes from USPTO patents with 853,638 reactions. The task is: Predict the reaction yield, written as a fraction of the theoretical maximum amount of product (1.0 means a 100% yield; for example, 0.34 means a 34% yield). (1) The catalyst is Cl.C(O)CCC. The reactants are Cl[C:2]1[N:7]=[CH:6][N:5]=[C:4]([NH:8][C:9]2[CH:14]=[CH:13][CH:12]=[C:11]([NH:15][CH3:16])[N:10]=2)[CH:3]=1.[O:17]([C:24]1[CH:30]=[CH:29][C:27]([NH2:28])=[CH:26][CH:25]=1)[C:18]1[CH:23]=[CH:22][CH:21]=[CH:20][CH:19]=1. The yield is 0.410. The product is [CH3:16][NH:15][C:11]1[N:10]=[C:9]([NH:8][C:4]2[CH:3]=[C:2]([NH:28][C:27]3[CH:26]=[CH:25][C:24]([O:17][C:18]4[CH:23]=[CH:22][CH:21]=[CH:20][CH:19]=4)=[CH:30][CH:29]=3)[N:7]=[CH:6][N:5]=2)[CH:14]=[CH:13][CH:12]=1. (2) The reactants are [Cl:1][C:2]1[CH:7]=[CH:6][C:5]([CH:8]=O)=[CH:4][C:3]=1[N:10]1[CH2:15][CH2:14][CH:13]([C:16]([O:18][CH3:19])=[O:17])[CH2:12][CH2:11]1.[C:20]1([C@H:26]([NH2:28])[CH3:27])[CH:25]=[CH:24][CH:23]=[CH:22][CH:21]=1.C(O)(=O)C.[BH-](OC(C)=O)(OC(C)=O)OC(C)=O.[Na+]. The catalyst is ClCCCl. The product is [Cl:1][C:2]1[CH:7]=[CH:6][C:5]([CH2:8][NH:28][C@@H:26]([C:20]2[CH:25]=[CH:24][CH:23]=[CH:22][CH:21]=2)[CH3:27])=[CH:4][C:3]=1[N:10]1[CH2:15][CH2:14][CH:13]([C:16]([O:18][CH3:19])=[O:17])[CH2:12][CH2:11]1. The yield is 0.870. (3) The reactants are [F:1][C:2]1[CH:7]=[CH:6][C:5]([N:8]2[CH2:13][CH2:12][N:11]([CH2:14][CH2:15][CH2:16][N:17]3[CH2:23][CH2:22][C:21](=[O:24])[C:20]4=[CH:25][N:26]([CH3:28])[CH:27]=[C:19]4[S:18]3(=[O:30])=[O:29])[CH2:10][CH2:9]2)=[CH:4][CH:3]=1.[BH4-].[Na+].O. The catalyst is C(O)C. The product is [F:1][C:2]1[CH:3]=[CH:4][C:5]([N:8]2[CH2:13][CH2:12][N:11]([CH2:14][CH2:15][CH2:16][N:17]3[CH2:23][CH2:22][CH:21]([OH:24])[C:20]4=[CH:25][N:26]([CH3:28])[CH:27]=[C:19]4[S:18]3(=[O:30])=[O:29])[CH2:10][CH2:9]2)=[CH:6][CH:7]=1. The yield is 0.860. (4) The reactants are [F:1][C:2]1[CH:11]=[CH:10][CH:9]=[C:8]2[C:3]=1[N:4]=[C:5]([C:21]([O:23]CC)=[O:22])[C:6](=[O:20])[N:7]2[C:12]1[CH:17]=[CH:16][C:15]([O:18][CH3:19])=[CH:14][CH:13]=1.[OH-].[Na+].Cl. The catalyst is C(O)C. The product is [F:1][C:2]1[CH:11]=[CH:10][CH:9]=[C:8]2[C:3]=1[N:4]=[C:5]([C:21]([OH:23])=[O:22])[C:6](=[O:20])[N:7]2[C:12]1[CH:13]=[CH:14][C:15]([O:18][CH3:19])=[CH:16][CH:17]=1. The yield is 0.840.